Dataset: Reaction yield outcomes from USPTO patents with 853,638 reactions. Task: Predict the reaction yield, written as a fraction of the theoretical maximum amount of product (1.0 means a 100% yield; for example, 0.34 means a 34% yield). (1) The reactants are [CH3:1][C:2]1[N:6]=[C:5]([C:7]2[CH:8]=[CH:9][C:10]([O:15][CH2:16][CH:17]([CH3:19])[CH3:18])=[C:11]([C:13]#[N:14])[CH:12]=2)[S:4][C:3]=1[C:20]([OH:22])=[O:21].[Na].O.Cl. The catalyst is C(OCC)(=O)C. The product is [CH3:1][C:2]1[N:6]=[C:5]([C:7]2[CH:8]=[CH:9][C:10]([O:15][CH2:16][CH:17]([CH3:19])[CH3:18])=[C:11]([C:13]#[N:14])[CH:12]=2)[S:4][C:3]=1[C:20]([OH:22])=[O:21]. The yield is 0.840. (2) The reactants are Br[C:2]1[O:3][C:4]2[CH:10]=[CH:9][C:8]([CH2:11][C:12]([O:14][CH2:15][C:16]3[CH:21]=[CH:20][CH:19]=[CH:18][CH:17]=3)=[O:13])=[CH:7][C:5]=2[CH:6]=1.C([Mg]Cl)(C)C.C([O:30][B:31](OC(C)C)[O:32]C(C)C)(C)C.[NH4+].[Cl-]. The catalyst is C1COCC1. The product is [CH2:15]([O:14][C:12](=[O:13])[CH2:11][C:8]1[CH:9]=[CH:10][C:4]2[O:3][C:2]([B:31]([OH:32])[OH:30])=[CH:6][C:5]=2[CH:7]=1)[C:16]1[CH:21]=[CH:20][CH:19]=[CH:18][CH:17]=1. The yield is 0.410. (3) The reactants are [CH3:1][C:2]1[CH:7]=[CH:6][CH:5]=[CH:4][C:3]=1[NH:8][C:9]1[O:10][C:11]2[CH:17]=[C:16]([CH2:18][C:19]([OH:21])=O)[CH:15]=[CH:14][C:12]=2[N:13]=1.[O:22]([C@@H:29]1[CH2:33][NH:32][C@H:31]([CH2:34][O:35][C:36]2[CH:45]=[CH:44][C:39]([C:40]([O:42]C)=[O:41])=[CH:38][CH:37]=2)[CH2:30]1)C1C=CC=CC=1.CCN=C=NCCCN(C)C.Cl.[CH:58]1[CH:59]=[CH:60][C:61]2N(O)N=N[C:62]=2[CH:63]=1.C(N(CC)CC)C. The catalyst is CN(C=O)C. The product is [CH3:1][C:2]1[CH:7]=[CH:6][CH:5]=[CH:4][C:3]=1[NH:8][C:9]1[O:10][C:11]2[CH:17]=[C:16]([CH2:18][C:19]([N:32]3[CH2:33][C@@H:29]([O:22][C:58]4[CH:59]=[CH:60][CH:61]=[CH:62][CH:63]=4)[CH2:30][C@H:31]3[CH2:34][O:35][C:36]3[CH:45]=[CH:44][C:39]([C:40]([OH:42])=[O:41])=[CH:38][CH:37]=3)=[O:21])[CH:15]=[CH:14][C:12]=2[N:13]=1. The yield is 1.00. (4) The catalyst is CO. The reactants are [CH3:1][O:2][C:3]1[C:11]2[O:10][C:9]([CH3:13])([CH3:12])[CH2:8][C:7]=2[CH:6]=[C:5]([C:14]([O:16]C)=[O:15])[CH:4]=1.[OH-].[Na+]. The yield is 0.680. The product is [CH3:1][O:2][C:3]1[C:11]2[O:10][C:9]([CH3:13])([CH3:12])[CH2:8][C:7]=2[CH:6]=[C:5]([C:14]([OH:16])=[O:15])[CH:4]=1. (5) The reactants are [Br:1][C:2]1[S:6][C:5]2=[C:7](C(O)=O)[N:8]=[CH:9][N:4]2[CH:3]=1. The catalyst is ClC1C=CC(Cl)=CC=1Cl.CCCCCC. The product is [Br:1][C:2]1[S:6][C:5]2=[CH:7][N:8]=[CH:9][N:4]2[CH:3]=1. The yield is 0.800.